Dataset: Catalyst prediction with 721,799 reactions and 888 catalyst types from USPTO. Task: Predict which catalyst facilitates the given reaction. (1) Reactant: [CH3:1][N:2]([CH3:32])[C@H:3]1[CH2:8][CH2:7][C@H:6]([C:9]([NH:11][C:12]2[C:16]3[CH:17]=[CH:18][C:19]([OH:21])=[CH:20][C:15]=3[O:14][C:13]=2[C:22]([NH:24][C:25]2[CH:30]=[CH:29][C:28]([Cl:31])=[CH:27][N:26]=2)=[O:23])=[O:10])[CH2:5][CH2:4]1.C(=O)([O-])[O-].[Cs+].[Cs+].Br[CH2:40][C:41]([O:43][C:44]([CH3:47])([CH3:46])[CH3:45])=[O:42]. Product: [C:44]([O:43][C:41]([CH2:40][O:21][C:19]1[CH:18]=[CH:17][C:16]2[C:12]([NH:11][C:9]([C@H:6]3[CH2:5][CH2:4][C@H:3]([N:2]([CH3:32])[CH3:1])[CH2:8][CH2:7]3)=[O:10])=[C:13]([C:22]([NH:24][C:25]3[CH:30]=[CH:29][C:28]([Cl:31])=[CH:27][N:26]=3)=[O:23])[O:14][C:15]=2[CH:20]=1)=[O:42])([CH3:47])([CH3:46])[CH3:45]. The catalyst class is: 35. (2) Reactant: [OH:1][C:2]1[CH:9]=[CH:8][C:5]([C:6]#[N:7])=[CH:4][C:3]=1[N+:10]([O-])=O.[Sn].Cl.C([O-])(O)=O.[Na+]. Product: [NH2:10][C:3]1[CH:4]=[C:5]([CH:8]=[CH:9][C:2]=1[OH:1])[C:6]#[N:7]. The catalyst class is: 97.